From a dataset of Full USPTO retrosynthesis dataset with 1.9M reactions from patents (1976-2016). Predict the reactants needed to synthesize the given product. (1) Given the product [Cl:8][C:6]1[N:7]=[C:2]([N:17]2[CH2:22][CH2:21][CH:20]([C:23]3[C:31]4[C:26](=[N:27][CH:28]=[CH:29][N:30]=4)[NH:25][N:24]=3)[CH2:19][CH2:18]2)[N:3]=[C:4]([O:9][CH2:10][C@H:11]2[CH2:13][C@H:12]2[C:14]#[N:15])[N:5]=1, predict the reactants needed to synthesize it. The reactants are: Cl[C:2]1[N:7]=[C:6]([Cl:8])[N:5]=[C:4]([O:9][CH2:10][C@H:11]2[CH2:13][C@H:12]2[C:14]#[N:15])[N:3]=1.Cl.[NH:17]1[CH2:22][CH2:21][CH:20]([C:23]2[C:31]3[C:26](=[N:27][CH:28]=[CH:29][N:30]=3)[NH:25][N:24]=2)[CH2:19][CH2:18]1.CCN(C(C)C)C(C)C.CO. (2) Given the product [Cl:42][C:43]1[CH:52]=[CH:51][C:46]([CH:47]=[CH:48][CH2:49][N:35]2[C:34](=[O:37])[C:33]([C:38]([O:40][CH3:41])=[O:39])=[CH:32][C:31]([C:25]3[CH:26]=[CH:27][C:28]([O:29][CH3:30])=[C:23]([F:22])[CH:24]=3)=[N:36]2)=[CH:45][CH:44]=1, predict the reactants needed to synthesize it. The reactants are: FC1C=C(F)C=CC=1C1C=C(CO)C(=O)N(CC(C)C)N=1.[F:22][C:23]1[CH:24]=[C:25]([C:31]2[CH:32]=[C:33]([C:38]([O:40][CH3:41])=[O:39])[C:34](=[O:37])[NH:35][N:36]=2)[CH:26]=[CH:27][C:28]=1[O:29][CH3:30].[Cl:42][C:43]1[CH:52]=[CH:51][C:46]([CH:47]=[CH:48][CH2:49]Cl)=[CH:45][CH:44]=1. (3) Given the product [C:10]([NH:9][CH2:8][CH2:7][C:1]1[CH:6]=[CH:5][CH:4]=[CH:3][CH:2]=1)(=[O:12])[CH3:11], predict the reactants needed to synthesize it. The reactants are: [C:1]1([CH2:7][CH2:8][NH2:9])[CH:6]=[CH:5][CH:4]=[CH:3][CH:2]=1.[C:10](OC(=O)C)(=[O:12])[CH3:11]. (4) Given the product [CH3:1][N:2]1[C:11]2[C:6](=[CH:7][N:8]=[C:9]([CH3:12])[CH:10]=2)[CH:5]=[C:4]([C:13]2[CH:14]=[C:15]([NH:20][C:21]([NH:23][NH:34][C:32](=[O:33])[CH2:31][CH:30]([CH3:36])[CH3:29])=[O:22])[CH:16]=[CH:17][C:18]=2[CH3:19])[C:3]1=[O:28], predict the reactants needed to synthesize it. The reactants are: [CH3:1][N:2]1[C:11]2[C:6](=[CH:7][N:8]=[C:9]([CH3:12])[CH:10]=2)[CH:5]=[C:4]([C:13]2[CH:14]=[C:15]([NH:20][C:21]([N:23]3C=CN=C3)=[O:22])[CH:16]=[CH:17][C:18]=2[CH3:19])[C:3]1=[O:28].[CH3:29][CH:30]([CH3:36])[CH2:31][C:32]([NH:34]N)=[O:33]. (5) Given the product [CH3:30][S:31]([O:1][CH2:2][C:3]1[N:8]=[CH:7][C:6]2[N:9]=[CH:10][N:11]([C:12]3[S:16][C:15]([C:17](=[O:18])[NH2:19])=[C:14]([O:20][CH:21]([C:23]4[CH:28]=[CH:27][CH:26]=[CH:25][C:24]=4[CH3:29])[CH3:22])[CH:13]=3)[C:5]=2[CH:4]=1)(=[O:33])=[O:32], predict the reactants needed to synthesize it. The reactants are: [OH:1][CH2:2][C:3]1[N:8]=[CH:7][C:6]2[N:9]=[CH:10][N:11]([C:12]3[S:16][C:15]([C:17]([NH2:19])=[O:18])=[C:14]([O:20][CH:21]([C:23]4[CH:28]=[CH:27][CH:26]=[CH:25][C:24]=4[CH3:29])[CH3:22])[CH:13]=3)[C:5]=2[CH:4]=1.[CH3:30][S:31](Cl)(=[O:33])=[O:32].C(N(CC)CC)C.